This data is from Forward reaction prediction with 1.9M reactions from USPTO patents (1976-2016). The task is: Predict the product of the given reaction. (1) Given the reactants [C:1]1([C:11]([N:13]2[C:17](=[O:18])[C:16]([C:25]3[CH:30]=[CH:29][CH:28]=[CH:27][CH:26]=3)([C:19]3[CH:24]=[CH:23][CH:22]=[CH:21][CH:20]=3)[NH:15][C:14]2=[O:31])=[O:12])[C:10]2[C:5](=[CH:6][CH:7]=[CH:8][CH:9]=2)[CH:4]=[CH:3][CH:2]=1.[H-].[Na+].[CH3:34]I.O, predict the reaction product. The product is: [CH3:34][N:15]1[C:16]([C:19]2[CH:24]=[CH:23][CH:22]=[CH:21][CH:20]=2)([C:25]2[CH:30]=[CH:29][CH:28]=[CH:27][CH:26]=2)[C:17](=[O:18])[N:13]([C:11]([C:1]2[C:10]3[C:5](=[CH:6][CH:7]=[CH:8][CH:9]=3)[CH:4]=[CH:3][CH:2]=2)=[O:12])[C:14]1=[O:31]. (2) The product is: [NH2:27][C:4]1[N:3]=[C:2]([CH3:1])[N:7]=[C:6]([C:8]2[C:9]([NH:14][C:15]3[C:16]4[CH:17]=[N:18][NH:19][C:20]=4[CH:21]=[CH:22][CH:23]=3)=[N:10][CH:11]=[CH:12][N:13]=2)[CH:5]=1. Given the reactants [CH3:1][C:2]1[N:7]=[C:6]([C:8]2[C:9]([NH:14][C:15]3[C:16]4[CH:17]=[N:18][NH:19][C:20]=4[CH:21]=[CH:22][CH:23]=3)=[N:10][CH:11]=[CH:12][N:13]=2)[CH:5]=[C:4](S(C)=O)[N:3]=1.[NH3:27], predict the reaction product. (3) Given the reactants [F:1][CH:2]([F:25])[O:3][C:4]1[CH:9]=[C:8]([F:10])[C:7]([F:11])=[CH:6][C:5]=1[C:12]1[CH2:17][CH2:16][N:15]([C:18]([O:20][C:21]([CH3:24])([CH3:23])[CH3:22])=[O:19])[CH2:14][CH:13]=1.[H][H], predict the reaction product. The product is: [F:25][CH:2]([F:1])[O:3][C:4]1[CH:9]=[C:8]([F:10])[C:7]([F:11])=[CH:6][C:5]=1[CH:12]1[CH2:13][CH2:14][N:15]([C:18]([O:20][C:21]([CH3:23])([CH3:22])[CH3:24])=[O:19])[CH2:16][CH2:17]1. (4) Given the reactants [NH2:1][C@@H:2]1[C:16](=[O:17])[N:15]2[CH2:18][C@H:19]([O:21][C:22]3[C:23]4[S:36][CH:35]=[CH:34][C:24]=4[N:25]=[C:26]([C:28]4[CH:33]=[CH:32][CH:31]=[CH:30][N:29]=4)[N:27]=3)[CH2:20][C@H:14]2[C:13](=[O:37])[NH:12][C@:11]2([C:39]([O:41][CH3:42])=[O:40])[CH2:38][C@H:10]2[CH:9]=[CH:8][CH2:7][CH2:6][CH2:5][CH2:4][CH2:3]1.C(N(CC)CC)C.[C:50](=O)([O:57]C1C=CC([N+]([O-])=O)=CC=1)[O:51][CH:52]1[CH2:56][CH2:55][CH2:54][CH2:53]1.C(=O)(O)[O-].[Na+], predict the reaction product. The product is: [CH:52]1([O:51][C:50]([NH:1][C@@H:2]2[C:16](=[O:17])[N:15]3[CH2:18][C@H:19]([O:21][C:22]4[C:23]5[S:36][CH:35]=[CH:34][C:24]=5[N:25]=[C:26]([C:28]5[CH:33]=[CH:32][CH:31]=[CH:30][N:29]=5)[N:27]=4)[CH2:20][C@H:14]3[C:13](=[O:37])[NH:12][C@:11]3([C:39]([O:41][CH3:42])=[O:40])[CH2:38][C@H:10]3[CH:9]=[CH:8][CH2:7][CH2:6][CH2:5][CH2:4][CH2:3]2)=[O:57])[CH2:56][CH2:55][CH2:54][CH2:53]1. (5) Given the reactants [F:1][C:2]([F:20])([F:19])[C:3]1[CH:4]=[C:5]([N+:16]([O-])=O)[CH:6]=[CH:7][C:8]=1[S:9][C:10]1[CH:15]=[CH:14][N:13]=[CH:12][CH:11]=1.C(O)(=O)C.[OH-].[Na+], predict the reaction product. The product is: [F:20][C:2]([F:1])([F:19])[C:3]1[CH:4]=[C:5]([CH:6]=[CH:7][C:8]=1[S:9][C:10]1[CH:15]=[CH:14][N:13]=[CH:12][CH:11]=1)[NH2:16].